Dataset: Full USPTO retrosynthesis dataset with 1.9M reactions from patents (1976-2016). Task: Predict the reactants needed to synthesize the given product. Given the product [Cl:26][C:27]1[CH:32]=[CH:31][CH:30]=[CH:29][C:28]=1[N:33]([CH3:34])[C:8]([C:5]1[C:4]([NH:11][S:12]([C:15]2[CH:20]=[CH:19][C:18]([Cl:21])=[C:17]([C:22]([F:24])([F:25])[F:23])[CH:16]=2)(=[O:14])=[O:13])=[CH:3][C:2]([Cl:1])=[CH:7][N:6]=1)=[O:10], predict the reactants needed to synthesize it. The reactants are: [Cl:1][C:2]1[CH:3]=[C:4]([NH:11][S:12]([C:15]2[CH:20]=[CH:19][C:18]([Cl:21])=[C:17]([C:22]([F:25])([F:24])[F:23])[CH:16]=2)(=[O:14])=[O:13])[C:5]([C:8]([OH:10])=O)=[N:6][CH:7]=1.[Cl:26][C:27]1[CH:32]=[CH:31][CH:30]=[CH:29][C:28]=1[NH:33][CH3:34].F[P-](F)(F)(F)(F)F.N1(O[P+](N(C)C)(N(C)C)N(C)C)C2C=CC=CC=2N=N1.CCN(C(C)C)C(C)C.